From a dataset of Peptide-MHC class I binding affinity with 185,985 pairs from IEDB/IMGT. Regression. Given a peptide amino acid sequence and an MHC pseudo amino acid sequence, predict their binding affinity value. This is MHC class I binding data. (1) The peptide sequence is MPAYIRNTL. The MHC is HLA-B54:01 with pseudo-sequence HLA-B54:01. The binding affinity (normalized) is 0.888. (2) The peptide sequence is AHISSEATTPV. The MHC is Patr-A0901 with pseudo-sequence Patr-A0901. The binding affinity (normalized) is 0.440. (3) The peptide sequence is PVGGNEKKAK. The MHC is HLA-A68:01 with pseudo-sequence HLA-A68:01. The binding affinity (normalized) is 0.00547.